Predict the reactants needed to synthesize the given product. From a dataset of Full USPTO retrosynthesis dataset with 1.9M reactions from patents (1976-2016). (1) Given the product [Cl:21][C:22]1[CH:27]=[CH:26][C:25]([S:28]([N:6]2[CH:7]=[C:2]([F:1])[C:3]([N:9]=[CH:10][N:11]([CH3:13])[CH3:12])=[N:4][C:5]2=[O:8])(=[O:30])=[O:29])=[CH:24][CH:23]=1, predict the reactants needed to synthesize it. The reactants are: [F:1][C:2]1[C:3]([N:9]=[CH:10][N:11]([CH3:13])[CH3:12])=[N:4][C:5]([OH:8])=[N:6][CH:7]=1.C(N(CC)CC)C.[Cl:21][C:22]1[CH:27]=[CH:26][C:25]([S:28](Cl)(=[O:30])=[O:29])=[CH:24][CH:23]=1. (2) Given the product [Br:15][C:16]1[CH:17]=[C:18]([CH:21]=[CH:22][CH:23]=1)[CH2:19][N:4]1[CH:5]=[CH:6][CH:7]=[C:8]([C:9]([O:11][CH3:12])=[O:10])[C:3]1=[O:2], predict the reactants needed to synthesize it. The reactants are: Cl.[O:2]=[C:3]1[C:8]([C:9]([O:11][CH3:12])=[O:10])=[CH:7][CH:6]=[CH:5][NH:4]1.[H-].[Na+].[Br:15][C:16]1[CH:17]=[C:18]([CH:21]=[CH:22][CH:23]=1)[CH2:19]Br. (3) Given the product [CH2:1]([C:5]1[CH:6]=[CH:7][C:8]([C:11]2[CH:12]=[CH:13][C:14]3[C:15]4[CH2:27][C:26]5[C:21](=[CH:22][CH:23]=[C:24]([N:28]6[CH:29]=[N:41][N:40]=[N:39]6)[CH:25]=5)[C:16]=4[NH:17][C:18]=3[C:19]=2[F:20])=[CH:9][CH:10]=1)[CH2:2][CH2:3][CH3:4], predict the reactants needed to synthesize it. The reactants are: [CH2:1]([C:5]1[CH:10]=[CH:9][C:8]([C:11]2[CH:12]=[CH:13][C:14]3[C:15]4[CH2:27][C:26]5[C:21](=[CH:22][CH:23]=[C:24]([NH2:28])[CH:25]=5)[C:16]=4[NH:17][C:18]=3[C:19]=2[F:20])=[CH:7][CH:6]=1)[CH2:2][CH2:3][CH3:4].[CH:29](OCC)(OCC)OCC.[N-:39]=[N+:40]=[N-:41].[Na+]. (4) The reactants are: [CH:1]([C:3]1[O:7][C:6]([C:8]([OH:10])=O)=[CH:5][CH:4]=1)=[O:2].C(N1C=CN=C1)(N1C=CN=C1)=O.[CH3:23][O:24][CH2:25][CH2:26][NH2:27].Cl. Given the product [CH3:23][O:24][CH2:25][CH2:26][NH:27][C:8]([C:6]1[O:7][C:3]([CH:1]=[O:2])=[CH:4][CH:5]=1)=[O:10], predict the reactants needed to synthesize it.